This data is from Reaction yield outcomes from USPTO patents with 853,638 reactions. The task is: Predict the reaction yield, written as a fraction of the theoretical maximum amount of product (1.0 means a 100% yield; for example, 0.34 means a 34% yield). The reactants are Br[C:2]1[C:7]([F:8])=[CH:6][C:5]([Si:9]([CH3:12])([CH3:11])[CH3:10])=[C:4]([F:13])[CH:3]=1.C([O-])(=O)C.[K+].[B:19]1([B:19]2[O:23][C:22]([CH3:25])([CH3:24])[C:21]([CH3:27])([CH3:26])[O:20]2)[O:23][C:22]([CH3:25])([CH3:24])[C:21]([CH3:27])([CH3:26])[O:20]1.O. The catalyst is CS(C)=O. The product is [F:13][C:4]1[CH:3]=[C:2]([B:19]2[O:23][C:22]([CH3:25])([CH3:24])[C:21]([CH3:27])([CH3:26])[O:20]2)[C:7]([F:8])=[CH:6][C:5]=1[Si:9]([CH3:12])([CH3:11])[CH3:10]. The yield is 0.850.